From a dataset of Forward reaction prediction with 1.9M reactions from USPTO patents (1976-2016). Predict the product of the given reaction. (1) The product is: [ClH:24].[ClH:24].[ClH:24].[CH3:22][CH:17]1[CH2:18][CH2:19][CH2:20][CH2:21][N:16]1[CH2:15][CH2:14][N:11]1[CH2:10][CH2:9][CH:8]([NH2:7])[CH2:13][CH2:12]1. Given the reactants C(OC(=O)[NH:7][CH:8]1[CH2:13][CH2:12][N:11]([CH2:14][CH2:15][N:16]2[CH2:21][CH2:20][CH2:19][CH2:18][C@@H:17]2[CH3:22])[CH2:10][CH2:9]1)(C)(C)C.[ClH:24].O1CCOCC1.Cl.Cl.Cl.CC1CCN(CCN2CCC(N)CC2)CC1, predict the reaction product. (2) Given the reactants [O:1]=[C:2]1[CH:7]=[CH:6][C:5]([C:8]2[C:9]([C:20]3[CH:25]=[CH:24][CH:23]=[CH:22][CH:21]=3)=[N:10][N:11]3[CH:16]=[CH:15][C:14]([C:17](O)=[O:18])=[CH:13][C:12]=23)=[N:4][N:3]1[CH:26]([CH3:28])[CH3:27].[CH:29]1([NH2:32])[CH2:31][CH2:30]1.ON1C2C=CC=CC=2N=N1.Cl.C(N=C=NCCCN(C)C)C, predict the reaction product. The product is: [CH:29]1([NH:32][C:17]([C:14]2[CH:15]=[CH:16][N:11]3[N:10]=[C:9]([C:20]4[CH:21]=[CH:22][CH:23]=[CH:24][CH:25]=4)[C:8]([C:5]4[CH:6]=[CH:7][C:2](=[O:1])[N:3]([CH:26]([CH3:27])[CH3:28])[N:4]=4)=[C:12]3[CH:13]=2)=[O:18])[CH2:31][CH2:30]1. (3) Given the reactants [Si:1]([O:8][C:9]1[CH:10]=[C:11]2[C:15](=[CH:16][CH:17]=1)[NH:14][N:13]=[C:12]2[I:18])([C:4]([CH3:7])([CH3:6])[CH3:5])([CH3:3])[CH3:2].[CH3:19][C:20]([O:23][C:24](O[C:24]([O:23][C:20]([CH3:22])([CH3:21])[CH3:19])=[O:25])=[O:25])([CH3:22])[CH3:21].CCN(CC)CC, predict the reaction product. The product is: [Si:1]([O:8][C:9]1[CH:10]=[C:11]2[C:15](=[CH:16][CH:17]=1)[N:14]([C:24]([O:23][C:20]([CH3:22])([CH3:21])[CH3:19])=[O:25])[N:13]=[C:12]2[I:18])([C:4]([CH3:7])([CH3:5])[CH3:6])([CH3:3])[CH3:2]. (4) Given the reactants Cl.[Cl:2][CH2:3][CH2:4][N:5]([CH2:13][CH2:14][Cl:15])[C:6]1[CH:11]=[CH:10][C:9]([NH2:12])=[CH:8][CH:7]=1.CCN(CC)CC.ClC(Cl)(O[C:27](=O)[O:28][C:29](Cl)(Cl)Cl)Cl.[NH2:35][C:36]1[C:45]2[C:40](=[CH:41][CH:42]=[C:43]([O:46][CH3:47])[CH:44]=2)[N:39]=[C:38]([C:48]2[CH:53]=[CH:52]C=[C:50](OC)[CH:49]=2)[CH:37]=1.C1C[O:59][CH2:58]C1, predict the reaction product. The product is: [Cl:2][CH2:3][CH2:4][N:5]([CH2:13][CH2:14][Cl:15])[C:6]1[CH:11]=[CH:10][C:9]([NH:12][C:58]([NH:35][C:36]2[C:45]3[C:40](=[CH:41][CH:42]=[C:43]([O:46][CH3:47])[CH:44]=3)[N:39]=[C:38]([C:48]3[CH:49]=[CH:50][C:27]([O:28][CH3:29])=[CH:52][CH:53]=3)[CH:37]=2)=[O:59])=[CH:8][CH:7]=1. (5) Given the reactants C([C:3]1[C:11]2[C:6](=[CH:7][CH:8]=[C:9]([N+:12]([O-:14])=[O:13])[CH:10]=2)[NH:5][C:4]=1[C:15]([OH:17])=[O:16])C.[OH-].[K+].[CH2:20](Br)[CH2:21][CH3:22].[NH4+].[Cl-].[C:26]1(C)C=CC=C[CH:27]=1, predict the reaction product. The product is: [CH2:26]([O:17][C:15]([C:4]1[N:5]([CH2:20][CH2:21][CH3:22])[C:6]2[C:11]([CH:3]=1)=[CH:10][C:9]([N+:12]([O-:14])=[O:13])=[CH:8][CH:7]=2)=[O:16])[CH3:27]. (6) Given the reactants [O:1]=[C:2]1[CH2:7][CH2:6][N:5]([C:8]2[CH:13]=[CH:12][C:11]([N:14]3[CH2:18][C@H:17]([CH2:19][NH:20][C:21](=[O:23])[CH3:22])[O:16][C:15]3=[O:24])=[CH:10][C:9]=2[F:25])[CH2:4][CH2:3]1.[Br-].O1CCC[CH2:28]1, predict the reaction product. The product is: [CH3:28][C:2]1([OH:1])[CH2:3][CH2:4][N:5]([C:8]2[CH:13]=[CH:12][C:11]([N:14]3[CH2:18][C@H:17]([CH2:19][NH:20][C:21](=[O:23])[CH3:22])[O:16][C:15]3=[O:24])=[CH:10][C:9]=2[F:25])[CH2:6][CH2:7]1. (7) Given the reactants Cl[C:2]1[N:12]=[C:11]2[C:5]([N:6]([CH3:17])[C:7](=[O:16])[CH2:8][CH2:9][N:10]2[CH2:13][C:14]#[N:15])=[CH:4][N:3]=1.[NH2:18][C:19]1[CH:34]=[CH:33][C:22]([C:23]([NH:25][CH:26]2[CH2:31][CH2:30][N:29]([CH3:32])[CH2:28][CH2:27]2)=[O:24])=[CH:21][C:20]=1[O:35][CH3:36].[OH2:37].[C:38]1([CH3:48])[CH:43]=C[C:41](S(O)(=O)=O)=[CH:40][CH:39]=1, predict the reaction product. The product is: [CH3:36][O:35][C:20]1[CH:21]=[C:22]([CH:33]=[CH:34][C:19]=1[NH:18][C:2]1[N:12]=[C:11]2[C:5]([N:6]([CH3:17])[C:7](=[O:16])[CH2:8][CH2:9][N:10]2[CH2:13][C:14]([O:37][CH:40]([CH2:39][CH:38]([CH3:48])[CH3:43])[CH3:41])=[NH:15])=[CH:4][N:3]=1)[C:23]([NH:25][CH:26]1[CH2:27][CH2:28][N:29]([CH3:32])[CH2:30][CH2:31]1)=[O:24].